This data is from Reaction yield outcomes from USPTO patents with 853,638 reactions. The task is: Predict the reaction yield, written as a fraction of the theoretical maximum amount of product (1.0 means a 100% yield; for example, 0.34 means a 34% yield). The reactants are Br[C:2]1[CH:3]=[C:4]2[C:8](=[CH:9][CH:10]=1)[C:7](=[O:11])[CH2:6][CH2:5]2.C([O-])([O-])=O.[K+].[K+].[C:18]1(C)C=CC=C[CH:19]=1. The catalyst is C1C=CC([P]([Pd]([P](C2C=CC=CC=2)(C2C=CC=CC=2)C2C=CC=CC=2)([P](C2C=CC=CC=2)(C2C=CC=CC=2)C2C=CC=CC=2)[P](C2C=CC=CC=2)(C2C=CC=CC=2)C2C=CC=CC=2)(C2C=CC=CC=2)C2C=CC=CC=2)=CC=1. The product is [CH:18]([C:2]1[CH:3]=[C:4]2[C:8](=[CH:9][CH:10]=1)[C:7](=[O:11])[CH2:6][CH2:5]2)=[CH2:19]. The yield is 0.480.